Dataset: NCI-60 drug combinations with 297,098 pairs across 59 cell lines. Task: Regression. Given two drug SMILES strings and cell line genomic features, predict the synergy score measuring deviation from expected non-interaction effect. (1) Cell line: T-47D. Drug 2: CCC1(C2=C(COC1=O)C(=O)N3CC4=CC5=C(C=CC(=C5CN(C)C)O)N=C4C3=C2)O.Cl. Drug 1: CS(=O)(=O)OCCCCOS(=O)(=O)C. Synergy scores: CSS=32.8, Synergy_ZIP=1.30, Synergy_Bliss=3.66, Synergy_Loewe=-22.4, Synergy_HSA=5.38. (2) Drug 1: CNC(=O)C1=CC=CC=C1SC2=CC3=C(C=C2)C(=NN3)C=CC4=CC=CC=N4. Drug 2: COC1=C(C=C2C(=C1)N=CN=C2NC3=CC(=C(C=C3)F)Cl)OCCCN4CCOCC4. Cell line: BT-549. Synergy scores: CSS=21.5, Synergy_ZIP=-2.30, Synergy_Bliss=4.21, Synergy_Loewe=2.23, Synergy_HSA=2.73. (3) Drug 1: CNC(=O)C1=NC=CC(=C1)OC2=CC=C(C=C2)NC(=O)NC3=CC(=C(C=C3)Cl)C(F)(F)F. Drug 2: C1=CN(C=N1)CC(O)(P(=O)(O)O)P(=O)(O)O. Cell line: SR. Synergy scores: CSS=2.63, Synergy_ZIP=-1.71, Synergy_Bliss=-1.28, Synergy_Loewe=-1.18, Synergy_HSA=-1.11. (4) Drug 1: C1=CN(C(=O)N=C1N)C2C(C(C(O2)CO)O)O.Cl. Drug 2: C(CCl)NC(=O)N(CCCl)N=O. Cell line: OVCAR-4. Synergy scores: CSS=4.63, Synergy_ZIP=-3.21, Synergy_Bliss=-1.09, Synergy_Loewe=-4.35, Synergy_HSA=-0.892. (5) Drug 1: CC1C(C(CC(O1)OC2CC(CC3=C2C(=C4C(=C3O)C(=O)C5=C(C4=O)C(=CC=C5)OC)O)(C(=O)CO)O)N)O.Cl. Drug 2: C1=CC(=CC=C1CCCC(=O)O)N(CCCl)CCCl. Cell line: EKVX. Synergy scores: CSS=3.98, Synergy_ZIP=-1.71, Synergy_Bliss=-1.91, Synergy_Loewe=-2.72, Synergy_HSA=-2.49. (6) Drug 1: C1CCC(C1)C(CC#N)N2C=C(C=N2)C3=C4C=CNC4=NC=N3. Drug 2: CNC(=O)C1=NC=CC(=C1)OC2=CC=C(C=C2)NC(=O)NC3=CC(=C(C=C3)Cl)C(F)(F)F. Cell line: DU-145. Synergy scores: CSS=18.9, Synergy_ZIP=-10.9, Synergy_Bliss=-11.3, Synergy_Loewe=-17.0, Synergy_HSA=-10.6. (7) Drug 1: COCCOC1=C(C=C2C(=C1)C(=NC=N2)NC3=CC=CC(=C3)C#C)OCCOC.Cl. Drug 2: N.N.Cl[Pt+2]Cl. Cell line: RXF 393. Synergy scores: CSS=26.4, Synergy_ZIP=2.22, Synergy_Bliss=2.57, Synergy_Loewe=-14.0, Synergy_HSA=4.12. (8) Drug 1: CCC1=CC2CC(C3=C(CN(C2)C1)C4=CC=CC=C4N3)(C5=C(C=C6C(=C5)C78CCN9C7C(C=CC9)(C(C(C8N6C)(C(=O)OC)O)OC(=O)C)CC)OC)C(=O)OC.C(C(C(=O)O)O)(C(=O)O)O. Drug 2: CC1=C(C=C(C=C1)NC(=O)C2=CC=C(C=C2)CN3CCN(CC3)C)NC4=NC=CC(=N4)C5=CN=CC=C5. Cell line: NCI/ADR-RES. Synergy scores: CSS=0.594, Synergy_ZIP=-0.208, Synergy_Bliss=2.22, Synergy_Loewe=1.43, Synergy_HSA=1.40. (9) Drug 1: C1=CN(C(=O)N=C1N)C2C(C(C(O2)CO)O)O.Cl. Drug 2: CN(CCCl)CCCl.Cl. Cell line: SK-MEL-28. Synergy scores: CSS=20.4, Synergy_ZIP=-5.25, Synergy_Bliss=-3.37, Synergy_Loewe=-6.83, Synergy_HSA=-0.668.